Dataset: NCI-60 drug combinations with 297,098 pairs across 59 cell lines. Task: Regression. Given two drug SMILES strings and cell line genomic features, predict the synergy score measuring deviation from expected non-interaction effect. (1) Drug 1: COC1=C(C=C2C(=C1)N=CN=C2NC3=CC(=C(C=C3)F)Cl)OCCCN4CCOCC4. Drug 2: C1C(C(OC1N2C=NC(=NC2=O)N)CO)O. Cell line: SF-539. Synergy scores: CSS=12.0, Synergy_ZIP=-5.52, Synergy_Bliss=-2.78, Synergy_Loewe=-2.98, Synergy_HSA=-3.00. (2) Cell line: MCF7. Synergy scores: CSS=9.82, Synergy_ZIP=-4.06, Synergy_Bliss=3.78, Synergy_Loewe=-15.5, Synergy_HSA=1.32. Drug 2: CCC1(C2=C(COC1=O)C(=O)N3CC4=CC5=C(C=CC(=C5CN(C)C)O)N=C4C3=C2)O.Cl. Drug 1: C1CC(C1)(C(=O)O)C(=O)O.[NH2-].[NH2-].[Pt+2]. (3) Drug 1: CN(C)C1=NC(=NC(=N1)N(C)C)N(C)C. Drug 2: C1=CN(C(=O)N=C1N)C2C(C(C(O2)CO)O)O.Cl. Cell line: T-47D. Synergy scores: CSS=-3.08, Synergy_ZIP=-0.0978, Synergy_Bliss=-3.26, Synergy_Loewe=-13.9, Synergy_HSA=-7.29. (4) Drug 1: C1=NC(=NC(=O)N1C2C(C(C(O2)CO)O)O)N. Drug 2: N.N.Cl[Pt+2]Cl. Cell line: HCT116. Synergy scores: CSS=81.6, Synergy_ZIP=-2.79, Synergy_Bliss=-3.29, Synergy_Loewe=-10.5, Synergy_HSA=0.380. (5) Drug 1: CC=C1C(=O)NC(C(=O)OC2CC(=O)NC(C(=O)NC(CSSCCC=C2)C(=O)N1)C(C)C)C(C)C. Drug 2: C1C(C(OC1N2C=NC(=NC2=O)N)CO)O. Cell line: SNB-19. Synergy scores: CSS=69.2, Synergy_ZIP=-0.444, Synergy_Bliss=-0.367, Synergy_Loewe=-19.7, Synergy_HSA=2.08. (6) Drug 1: CC1=C(C=C(C=C1)NC2=NC=CC(=N2)N(C)C3=CC4=NN(C(=C4C=C3)C)C)S(=O)(=O)N.Cl. Drug 2: COC1=NC(=NC2=C1N=CN2C3C(C(C(O3)CO)O)O)N. Cell line: T-47D. Synergy scores: CSS=-1.87, Synergy_ZIP=-0.258, Synergy_Bliss=-0.244, Synergy_Loewe=-3.36, Synergy_HSA=-1.98. (7) Synergy scores: CSS=40.3, Synergy_ZIP=4.82, Synergy_Bliss=6.26, Synergy_Loewe=1.38, Synergy_HSA=3.20. Cell line: KM12. Drug 1: C1=CC(=CC=C1C#N)C(C2=CC=C(C=C2)C#N)N3C=NC=N3. Drug 2: CCCCC(=O)OCC(=O)C1(CC(C2=C(C1)C(=C3C(=C2O)C(=O)C4=C(C3=O)C=CC=C4OC)O)OC5CC(C(C(O5)C)O)NC(=O)C(F)(F)F)O. (8) Cell line: NCI-H226. Synergy scores: CSS=-1.05, Synergy_ZIP=1.05, Synergy_Bliss=-0.131, Synergy_Loewe=-3.60, Synergy_HSA=-2.81. Drug 2: CCN(CC)CCNC(=O)C1=C(NC(=C1C)C=C2C3=C(C=CC(=C3)F)NC2=O)C. Drug 1: C1CC(C1)(C(=O)O)C(=O)O.[NH2-].[NH2-].[Pt+2]. (9) Drug 1: CC1C(C(CC(O1)OC2CC(OC(C2O)C)OC3=CC4=CC5=C(C(=O)C(C(C5)C(C(=O)C(C(C)O)O)OC)OC6CC(C(C(O6)C)O)OC7CC(C(C(O7)C)O)OC8CC(C(C(O8)C)O)(C)O)C(=C4C(=C3C)O)O)O)O. Drug 2: C1CC(=O)NC(=O)C1N2C(=O)C3=CC=CC=C3C2=O. Cell line: HS 578T. Synergy scores: CSS=42.1, Synergy_ZIP=0.587, Synergy_Bliss=-3.30, Synergy_Loewe=-44.5, Synergy_HSA=-4.58.